Dataset: Full USPTO retrosynthesis dataset with 1.9M reactions from patents (1976-2016). Task: Predict the reactants needed to synthesize the given product. Given the product [O:1]1[C:5]2[CH:6]=[CH:7][CH:8]=[CH:9][C:4]=2[CH:3]=[C:2]1[C:10]([NH:12][C@H:13]([C:23]([OH:25])=[O:24])[CH2:14][C:15]1[CH:16]=[CH:17][C:18]([O:21][CH3:22])=[CH:19][CH:20]=1)=[O:11], predict the reactants needed to synthesize it. The reactants are: [O:1]1[C:5]2[CH:6]=[CH:7][CH:8]=[CH:9][C:4]=2[CH:3]=[C:2]1[C:10]([NH:12][C@H:13]([C:23]([O:25]C)=[O:24])[CH2:14][C:15]1[CH:20]=[CH:19][C:18]([O:21][CH3:22])=[CH:17][CH:16]=1)=[O:11].[OH-].[Na+].